This data is from Catalyst prediction with 721,799 reactions and 888 catalyst types from USPTO. The task is: Predict which catalyst facilitates the given reaction. Reactant: [C:1]([NH:4][CH2:5][CH2:6][O:7][C@@H:8]([C:22]1[CH:27]=[CH:26][CH:25]=[C:24]([F:28])[C:23]=1[C:29]1[CH:34]=[CH:33][CH:32]=[C:31]([CH3:35])[CH:30]=1)[C@@H:9]1[O:14][CH2:13][CH2:12][N:11](C(OC(C)(C)C)=O)[CH2:10]1)(=[O:3])[CH3:2].C([O-])(O)=O.[Na+]. Product: [F:28][C:24]1[C:23]([C:29]2[CH:34]=[CH:33][CH:32]=[C:31]([CH3:35])[CH:30]=2)=[C:22]([C@@H:8]([C@@H:9]2[O:14][CH2:13][CH2:12][NH:11][CH2:10]2)[O:7][CH2:6][CH2:5][NH:4][C:1](=[O:3])[CH3:2])[CH:27]=[CH:26][CH:25]=1. The catalyst class is: 137.